Dataset: Reaction yield outcomes from USPTO patents with 853,638 reactions. Task: Predict the reaction yield, written as a fraction of the theoretical maximum amount of product (1.0 means a 100% yield; for example, 0.34 means a 34% yield). (1) The reactants are [F:1][C:2]1[CH:3]=[C:4]([CH2:8][CH:9]([OH:14])[CH2:10][CH:11]([CH3:13])[CH3:12])[CH:5]=[CH:6][CH:7]=1.C1C=C[NH+]=CC=1.[O-][Cr](Cl)(=O)=O. The catalyst is ClCCl. The product is [F:1][C:2]1[CH:3]=[C:4]([CH2:8][C:9](=[O:14])[CH2:10][CH:11]([CH3:12])[CH3:13])[CH:5]=[CH:6][CH:7]=1. The yield is 0.360. (2) The reactants are O[CH:2]1[C:10]2[C:5](=[CH:6][CH:7]=[CH:8][CH:9]=2)[C:4](=[O:11])[N:3]1[CH2:12][C:13]1[S:14][CH:15]=[CH:16][CH:17]=1.[C:18]([O:22][CH3:23])(=[O:21])[CH2:19][SH:20].C(=O)(O)[O-].[Na+]. The catalyst is ClCCl. The product is [CH3:23][O:22][C:18](=[O:21])[CH2:19][S:20][CH:2]1[C:10]2[C:5](=[CH:6][CH:7]=[CH:8][CH:9]=2)[C:4](=[O:11])[N:3]1[CH2:12][C:13]1[S:14][CH:15]=[CH:16][CH:17]=1. The yield is 0.960. (3) The reactants are Br[CH2:2][C:3]([NH:5][C:6]1[C:11]([CH:12]([CH3:14])[CH3:13])=[CH:10][CH:9]=[C:8]([F:15])[C:7]=1[CH:16]([CH3:18])[CH3:17])=[O:4].[OH:19][CH2:20][CH2:21][N:22]1[CH2:27][CH2:26][NH:25][CH2:24][CH2:23]1.C(=O)([O-])[O-].[K+].[K+]. The catalyst is C(#N)C.O. The product is [OH:19][CH2:20][CH2:21][N:22]1[CH2:27][CH2:26][N:25]([CH2:2][C:3]([NH:5][C:6]2[C:11]([CH:12]([CH3:14])[CH3:13])=[CH:10][CH:9]=[C:8]([F:15])[C:7]=2[CH:16]([CH3:18])[CH3:17])=[O:4])[CH2:24][CH2:23]1. The yield is 0.990. (4) The reactants are [Na].[F:2][C:3]1[CH:8]=[CH:7][C:6]([N:9]2[C:17]3[N:16]=[C:15]4[CH2:18][CH2:19][CH2:20][C:21](=O)[CH:22]([CH2:23][C:24]5[CH:29]=[CH:28][CH:27]=[CH:26][N:25]=5)[C:14]4=[CH:13][C:12]=3[CH:11]=[N:10]2)=[CH:5][CH:4]=1.[CH3:31][C:32](=[O:35])[CH:33]=[CH2:34]. The catalyst is CCO. The product is [F:2][C:3]1[CH:4]=[CH:5][C:6]([N:9]2[C:17]3[N:16]=[C:15]4[CH2:18][CH2:19][CH2:20][C:21]5[C:22]([CH2:23][C:24]6[CH:29]=[CH:28][CH:27]=[CH:26][N:25]=6)([CH2:34][CH2:33][C:32](=[O:35])[CH:31]=5)[C:14]4=[CH:13][C:12]=3[CH:11]=[N:10]2)=[CH:7][CH:8]=1. The yield is 0.500. (5) The reactants are [Cl:1][CH2:2][CH2:3][NH:4][C:5]([C:7]1[NH:8][C:9]([C:12]2[CH:17]=[C:16]([O:18][C:19]3[CH:24]=[CH:23][C:22]([S:25]([CH3:28])(=[O:27])=[O:26])=[CH:21][CH:20]=3)[CH:15]=[C:14]([O:29][C@@H:30]([CH3:34])[CH2:31][O:32]C)[CH:13]=2)=[CH:10][CH:11]=1)=[O:6].ClCCl.B(Br)(Br)Br.C(=O)([O-])O.[Na+]. The catalyst is ClCCl. The product is [Cl:1][CH2:2][CH2:3][NH:4][C:5]([C:7]1[NH:8][C:9]([C:12]2[CH:17]=[C:16]([O:18][C:19]3[CH:24]=[CH:23][C:22]([S:25]([CH3:28])(=[O:27])=[O:26])=[CH:21][CH:20]=3)[CH:15]=[C:14]([O:29][C@@H:30]([CH3:34])[CH2:31][OH:32])[CH:13]=2)=[CH:10][CH:11]=1)=[O:6]. The yield is 0.640. (6) The reactants are [Cl:1][C:2]1[N:7]=[C:6]([Cl:8])[N:5]=[C:4](Cl)[N:3]=1.[C:10](=O)(O)[O-:11].[Na+]. The catalyst is CO.O. The product is [Cl:1][C:2]1[N:7]=[C:6]([Cl:8])[N:5]=[C:4]([O:11][CH3:10])[N:3]=1. The yield is 0.930. (7) The reactants are [C:1]([O:5][C:6]([N:8]1[CH2:11][CH:10]([NH:12][C:13]2[CH:14]=[C:15]3[C:24](=[CH:25][C:26]=2Br)[O:23][CH2:22][C:21]2[N:16]3[CH:17]([CH3:29])[C:18](=[O:28])[NH:19][N:20]=2)[CH2:9]1)=[O:7])([CH3:4])([CH3:3])[CH3:2].[C:30]1(B(O)O)[CH:35]=[CH:34][CH:33]=[CH:32][CH:31]=1.C([O-])([O-])=O.[K+].[K+]. The catalyst is O1CCOCC1.O. The product is [C:1]([O:5][C:6]([N:8]1[CH2:11][CH:10]([NH:12][C:13]2[CH:14]=[C:15]3[C:24](=[CH:25][C:26]=2[C:30]2[CH:35]=[CH:34][CH:33]=[CH:32][CH:31]=2)[O:23][CH2:22][C:21]2[N:16]3[CH:17]([CH3:29])[C:18](=[O:28])[NH:19][N:20]=2)[CH2:9]1)=[O:7])([CH3:4])([CH3:3])[CH3:2]. The yield is 0.710. (8) The reactants are [CH2:1]([O:3][C:4]([C@H:6]1[C@@H:11]([NH2:12])[C@H:10]2[CH2:13][C@@H:7]1[CH2:8][CH2:9]2)=[O:5])[CH3:2].[F:14][C:15]1[CH:22]=[CH:21][C:18]([CH:19]=O)=[CH:17][CH:16]=1.C(O)(=O)C.C([BH3-])#N.[Na+]. The catalyst is C(O)C.C(OCC)(=O)C. The product is [CH2:1]([O:3][C:4]([C@H:6]1[C@@H:11]([NH:12][CH2:19][C:18]2[CH:21]=[CH:22][C:15]([F:14])=[CH:16][CH:17]=2)[C@H:10]2[CH2:13][C@@H:7]1[CH2:8][CH2:9]2)=[O:5])[CH3:2]. The yield is 0.950.